This data is from Forward reaction prediction with 1.9M reactions from USPTO patents (1976-2016). The task is: Predict the product of the given reaction. Given the reactants [Br:1][CH2:2][CH2:3][CH2:4][CH2:5][CH2:6][CH2:7][CH2:8][CH2:9][CH2:10][CH2:11][CH2:12]Br.[N:14]1[CH:19]=[CH:18][CH:17]=[CH:16][CH:15]=1, predict the reaction product. The product is: [Br-:1].[Br-:1].[CH2:2]([N+:14]1[CH:19]=[CH:18][CH:17]=[CH:16][CH:15]=1)[CH2:3][CH2:4][CH2:5][CH2:6][CH2:7][CH2:8][CH2:9][CH2:10][CH2:11][CH2:12][N+:14]1[CH:19]=[CH:18][CH:17]=[CH:16][CH:15]=1.